Dataset: Forward reaction prediction with 1.9M reactions from USPTO patents (1976-2016). Task: Predict the product of the given reaction. (1) Given the reactants [C:1]([O:9][CH:10]1[CH2:18][CH:13]2[O:14][C:15](=[O:17])[CH2:16][CH:12]2[CH:11]1[CH:19]=[CH:20][CH:21]([OH:31])[CH2:22][O:23][C:24]1[CH:29]=[CH:28][CH:27]=[C:26]([Cl:30])[CH:25]=1)(=[O:8])[C:2]1[CH:7]=[CH:6][CH:5]=[CH:4][CH:3]=1, predict the reaction product. The product is: [C:1]([O:9][CH:10]1[CH2:18][CH:13]2[O:14][C:15](=[O:17])[CH2:16][CH:12]2[CH:11]1[CH2:19][CH2:20][CH:21]([OH:31])[CH2:22][O:23][C:24]1[CH:29]=[CH:28][CH:27]=[C:26]([Cl:30])[CH:25]=1)(=[O:8])[C:2]1[CH:3]=[CH:4][CH:5]=[CH:6][CH:7]=1. (2) Given the reactants [Br:1][C:2]1[CH:9]=[C:8]([F:10])[C:5]([CH:6]=[O:7])=[C:4]([F:11])[CH:3]=1.[OH:12]OS([O-])=O.[K+], predict the reaction product. The product is: [Br:1][C:2]1[CH:3]=[C:4]([F:11])[C:5]([C:6]([OH:12])=[O:7])=[C:8]([F:10])[CH:9]=1. (3) Given the reactants [Cl-].[C:2]1([S+:8]([C:15]2[CH:20]=[CH:19][CH:18]=[CH:17][CH:16]=2)[C:9]2[CH:14]=[CH:13][CH:12]=[CH:11][CH:10]=2)[CH:7]=[CH:6][CH:5]=[CH:4][CH:3]=1.[C:21]([O:29][CH:30]([C:38]([F:41])([F:40])[F:39])[C:31]([F:37])([F:36])[S:32]([O-:35])(=[O:34])=[O:33])(=[O:28])[C:22]1[CH:27]=[CH:26][CH:25]=[CH:24][CH:23]=1.[Na+], predict the reaction product. The product is: [C:21]([O:29][CH:30]([C:38]([F:40])([F:41])[F:39])[C:31]([F:36])([F:37])[S:32]([O-:35])(=[O:34])=[O:33])(=[O:28])[C:22]1[CH:23]=[CH:24][CH:25]=[CH:26][CH:27]=1.[C:15]1([S+:8]([C:2]2[CH:3]=[CH:4][CH:5]=[CH:6][CH:7]=2)[C:9]2[CH:14]=[CH:13][CH:12]=[CH:11][CH:10]=2)[CH:16]=[CH:17][CH:18]=[CH:19][CH:20]=1. (4) The product is: [C:26]([NH:1][C@@H:2]1[C@H:6]2[O:7][CH2:8][C@H:9]([NH:10][C:11](=[O:25])[C:12]3[CH:17]=[CH:16][CH:15]=[C:14]([O:18][C:19]4[CH:20]=[CH:21][CH:22]=[CH:23][CH:24]=4)[CH:13]=3)[C@H:5]2[O:4][CH2:3]1)(=[O:28])[CH3:27]. Given the reactants [NH2:1][C@@H:2]1[C@H:6]2[O:7][CH2:8][C@H:9]([NH:10][C:11](=[O:25])[C:12]3[CH:17]=[CH:16][CH:15]=[C:14]([O:18][C:19]4[CH:24]=[CH:23][CH:22]=[CH:21][CH:20]=4)[CH:13]=3)[C@H:5]2[O:4][CH2:3]1.[C:26](O)(=[O:28])[CH3:27], predict the reaction product. (5) The product is: [N:25]1([C:30]2[CH:31]=[C:32]([NH:33][C:16]([C:14]3[CH2:13][CH2:12][O:11][C:10]4[C:5]([S:2]([CH3:1])(=[O:3])=[O:4])=[CH:6][CH:7]=[CH:8][C:9]=4[CH:15]=3)=[O:18])[CH:34]=[CH:35][CH:36]=2)[CH:29]=[CH:28][N:27]=[CH:26]1. Given the reactants [CH3:1][S:2]([C:5]1[C:10]2[O:11][CH2:12][CH2:13][C:14]([C:16]([OH:18])=O)=[CH:15][C:9]=2[CH:8]=[CH:7][CH:6]=1)(=[O:4])=[O:3].C(Cl)(=O)C(Cl)=O.[N:25]1([C:30]2[CH:31]=[C:32]([CH:34]=[CH:35][CH:36]=2)[NH2:33])[CH:29]=[CH:28][N:27]=[CH:26]1, predict the reaction product. (6) The product is: [Cl:15][C:50]1[CH:51]=[CH:52][C:65]([N:64]2[CH:66]=[N:8][C:9]([C:12]([NH:30][C@H:27]3[CH2:28][CH2:29][N:25]([C:24]4[C:23]5[N:22]([CH:36]=[CH:34][CH:35]=5)[CH:21]=[CH:20][N:19]=4)[CH2:26]3)=[O:14])=[N:10]2)=[CH:48][CH:49]=1. Given the reactants C1(C2O[N:10]=[C:9]([C:12]([OH:14])=O)[N:8]=2)C=CC=CC=1.[ClH:15].N1C=N[N:19]2[C:24]([N:25]3[CH2:29][CH2:28][C@H:27]([NH2:30])[CH2:26]3)=[CH:23][N:22]=[CH:21][C:20]=12.C(N(CC)[CH:34]([CH3:36])[CH3:35])C.CN(C(ON1N=N[C:49]2[CH:50]=[CH:51][CH:52]=N[C:48]1=2)=[N+](C)C)C.F[P-](F)(F)(F)(F)F.C[N:64]([CH:66]=O)[CH3:65], predict the reaction product. (7) Given the reactants [CH2:1]([O:3][C:4]1[C:8]([CH2:9][CH2:10][CH2:11][OH:12])=[CH:7][N:6]([C:13]2[CH:18]=[CH:17][CH:16]=[CH:15][N:14]=2)[N:5]=1)[CH3:2].O[C:20]1[CH:24]=[C:23]([CH2:25][CH2:26][C:27]([O:29]CC)=[O:28])[N:22]([C:32]2[CH:37]=[CH:36][CH:35]=[CH:34][CH:33]=2)[N:21]=1.C(P(CCCC)CCCC)CCC.N(C(N1CCCCC1)=O)=NC(N1CCCCC1)=O, predict the reaction product. The product is: [CH2:1]([O:3][C:4]1[C:8]([CH2:9][CH2:10][CH2:11][O:12][C:20]2[CH:24]=[C:23]([CH2:25][CH2:26][C:27]([OH:29])=[O:28])[N:22]([C:32]3[CH:37]=[CH:36][CH:35]=[CH:34][CH:33]=3)[N:21]=2)=[CH:7][N:6]([C:13]2[CH:18]=[CH:17][CH:16]=[CH:15][N:14]=2)[N:5]=1)[CH3:2]. (8) Given the reactants [NH2:1][OH:2].C([SiH2][O:8][C:9](C)(C)[C:10]1[CH:11]=[C:12]([CH:15]=[CH:16][CH:17]=1)[C:13]#[N:14])(C)(C)C.N1C=CC=CC=1.[S:26](Cl)(Cl)=[O:27].Cl, predict the reaction product. The product is: [O:27]=[S:26]1[NH:14][C:13]([C:12]2[CH:11]=[C:10]([CH2:9][OH:8])[CH:17]=[CH:16][CH:15]=2)=[N:1][O:2]1. (9) The product is: [CH2:9]([N:1]1[CH:5]=[CH:4][N:3]=[C:2]1[CH:6]=[O:7])[CH3:10]. Given the reactants [NH:1]1[CH:5]=[CH:4][N:3]=[C:2]1[CH:6]=[O:7].I[CH2:9][CH3:10].[H-].[Na+], predict the reaction product.